Task: Predict which catalyst facilitates the given reaction.. Dataset: Catalyst prediction with 721,799 reactions and 888 catalyst types from USPTO (1) Product: [C:7]([C:6]1[CH:9]=[CH:10][C:3]([NH:1][NH:2][C:16]([O:15][C:12]([CH3:14])([CH3:13])[CH3:11])=[O:17])=[CH:4][CH:5]=1)#[N:8]. Reactant: [NH:1]([C:3]1[CH:10]=[CH:9][C:6]([C:7]#[N:8])=[CH:5][CH:4]=1)[NH2:2].[CH3:11][C:12]([O:15][C:16](O[C:16]([O:15][C:12]([CH3:14])([CH3:13])[CH3:11])=[O:17])=[O:17])([CH3:14])[CH3:13]. The catalyst class is: 2. (2) Reactant: [I:1][C:2]1[CH:7]=[CH:6][C:5]([N:8]2[C:12](=[O:13])[CH2:11][C:10](=[O:14])[NH:9]2)=[CH:4][CH:3]=1.Cl.[CH3:16][O:17][C:18](=[O:28])C1C=C(I)C=CC=1NN.CCOC(C)=O. Product: [CH3:16][O:17][C:18](=[O:28])[C:6]1[CH:7]=[C:2]([I:1])[CH:3]=[CH:4][C:5]=1[N:8]1[C:12](=[O:13])[CH2:11][C:10](=[O:14])[NH:9]1. The catalyst class is: 1. (3) Reactant: [CH2:1]([O:8][C@@H:9]1[C@@H:17]([CH:18]=[O:19])[O:16][C@H:15]2[C@H:11]([N:12]=[C:13]([N:20]([CH3:28])[C:21](=[O:27])[O:22][C:23]([CH3:26])([CH3:25])[CH3:24])[S:14]2)[C@H:10]1[F:29])[C:2]1[CH:7]=[CH:6][CH:5]=[CH:4][CH:3]=1.C[Mg+].[Br-].[CH3:33]C(OC(OC(OC(C)(C)C)=O)=O)(C)C. Product: [CH2:1]([O:8][C@@H:9]1[C@@H:17]([CH:18]([OH:19])[CH3:33])[O:16][C@H:15]2[C@H:11]([N:12]=[C:13]([N:20]([CH3:28])[C:21](=[O:27])[O:22][C:23]([CH3:24])([CH3:25])[CH3:26])[S:14]2)[C@H:10]1[F:29])[C:2]1[CH:3]=[CH:4][CH:5]=[CH:6][CH:7]=1. The catalyst class is: 1. (4) The catalyst class is: 1. Reactant: [Br:1][C:2]1[CH:14]=[CH:13][C:5]2[O:6][C:7]3([C:10](=O)[NH:11][C:4]=2[CH:3]=1)[CH2:9][CH2:8]3. Product: [Br:1][C:2]1[CH:14]=[CH:13][C:5]2[O:6][C:7]3([CH2:10][NH:11][C:4]=2[CH:3]=1)[CH2:9][CH2:8]3.